Dataset: NCI-60 drug combinations with 297,098 pairs across 59 cell lines. Task: Regression. Given two drug SMILES strings and cell line genomic features, predict the synergy score measuring deviation from expected non-interaction effect. (1) Drug 1: C1=CC(=CC=C1C#N)C(C2=CC=C(C=C2)C#N)N3C=NC=N3. Drug 2: C1CN1P(=S)(N2CC2)N3CC3. Cell line: A549. Synergy scores: CSS=36.0, Synergy_ZIP=-13.3, Synergy_Bliss=-7.95, Synergy_Loewe=-9.33, Synergy_HSA=-8.17. (2) Drug 1: CN1C(=O)N2C=NC(=C2N=N1)C(=O)N. Drug 2: CCCCC(=O)OCC(=O)C1(CC(C2=C(C1)C(=C3C(=C2O)C(=O)C4=C(C3=O)C=CC=C4OC)O)OC5CC(C(C(O5)C)O)NC(=O)C(F)(F)F)O. Cell line: SN12C. Synergy scores: CSS=11.1, Synergy_ZIP=-1.92, Synergy_Bliss=-3.48, Synergy_Loewe=-27.1, Synergy_HSA=-5.66.